From a dataset of TCR-epitope binding with 47,182 pairs between 192 epitopes and 23,139 TCRs. Binary Classification. Given a T-cell receptor sequence (or CDR3 region) and an epitope sequence, predict whether binding occurs between them. (1) The epitope is IQYIDIGNY. The TCR CDR3 sequence is CASSQEWLAGGNEQFF. Result: 1 (the TCR binds to the epitope). (2) The TCR CDR3 sequence is CASSSRDSYSTQYF. The epitope is QARQMVQAMRTIGTHP. Result: 1 (the TCR binds to the epitope). (3) The epitope is GTITVEELK. The TCR CDR3 sequence is CASSQVGGYRPYEQYF. Result: 0 (the TCR does not bind to the epitope). (4) The epitope is EILDITPCSF. The TCR CDR3 sequence is CASSPYGADTEAFF. Result: 0 (the TCR does not bind to the epitope). (5) The epitope is KLPDDFTGCV. The TCR CDR3 sequence is CASSFSAGGEQFF. Result: 0 (the TCR does not bind to the epitope). (6) The epitope is SEISMDNSPNL. The TCR CDR3 sequence is CASNYGGAEEQYF. Result: 1 (the TCR binds to the epitope). (7) The epitope is RLRPGGKKK. The TCR CDR3 sequence is CASSPGWGSHEQYF. Result: 1 (the TCR binds to the epitope). (8) The epitope is KTWGQYWQV. The TCR CDR3 sequence is CSASSGLEQYF. Result: 0 (the TCR does not bind to the epitope). (9) The epitope is ELAGIGILTV. The TCR CDR3 sequence is CASSYESNYGYTF. Result: 0 (the TCR does not bind to the epitope).